This data is from Drug-target binding data from BindingDB using IC50 measurements. The task is: Regression. Given a target protein amino acid sequence and a drug SMILES string, predict the binding affinity score between them. We predict pIC50 (pIC50 = -log10(IC50 in M); higher means more potent). Dataset: bindingdb_ic50. (1) The small molecule is COC(=O)[C@H](CCCB1O[C@@]2(C)CCC3C[C@@]2(O1)C3(C)C)NC(=O)OCc1ccccc1. The target protein (P68890) has sequence MKISEEEVRHVAKLSKLSFSESETTTFATTLSKIVDMVELLNEVDTEGVAITTTMADKKNVMRQDVAEEGTDRALLFKNVPEKENHFIKVPAILDDGGDA. The pIC50 is 4.7. (2) The drug is CCCCN1C[C@H](O)[C@@H](O)[C@H](O)[C@H]1CO. The target protein (P21139) has sequence MAAAPFLKHWRTTFERVEKFVSPIYFTDCNLRGRLFGDSCPVTLSSFLTPERLPYEKAVQQNFSPAQVGDSFGPTWWTCWFRVELVIPEVWVGKEVHLCWESDGESLVWRDGEPVQGLTKEGEKTSYVLSERLHAADPRSLTLYVEVACNGLLGAGKGSMIAAPDPEKMFQLSQAKLAVFHRDVHNLLVDLELLLGVAKGLGEDNQRSFQALYTANQMVNICDPAQPETYPAAEALASKFFGQRGGESQHTIHATGHCHIDTAWLWPFKETVRKCARSWSTAVKLMERNTEFTFACSQAQQLEWVKNQYPGLYAQLQEFACRGQFVPVGGTWVEMDGNLPSGEAMVRQFLQGQNFFLQEFGKMCSEFWLPDTFGYSAQLPQIMQGCGIKRFLTQKLSWNLVNSFPHHTFFWEGLDGSQVLVHFPPGDSYGMQGSVEEVLKTVTNNRDKGRTNHSGFLFGFGDGGGGPTQTMLDRLKRLGNTDGQPRVQLSSPGQLFTALE.... The pIC50 is 4.3. (3) The small molecule is CCCNC(=O)[C@H](Cn1cnc2c(Cl)nc(N)nc21)NS(=O)(=O)c1ccc(C)cc1. The target protein (P47204) has sequence MFELVDNIAQTAVIKVIGVGGGGGNAVNHMAKNNVEGVEFICANTDAQALKNIAARTVLQLGPGVTKGLGAGANPEVGRQAALEDRERISEVLEGADMVFITTGMGGGTGTGAAPIIAEVAKEMGILTVAVVTRPFPFEGRKRMQIADEGIRALAESVDSLITIPNEKLLTILGKDASLLAAFAKADDVLAGAVRGISDIIKRPGMINVDFADVKTVMSEMGMAMMGTGCASGPNRAREATEAAIRNPLLEDVNLQGARGILVNITAGPDLSLGEYSDVGNIIEQFASEHATVKVGTVIDADMRDELHVTVVATGLGARLEKPVKVVDNTVQGSAAQAAAPAQREQQSVNYRDLDRPTVMRNQSHGSAATAAKLNPQDDLDYLDIPAFLRRQAD. The pIC50 is 2.6. (4) The compound is CCN(CC)CCn1c(NC(=O)c2ccc(Cn3nc(C#N)c(Cl)c3C)o2)nc2ccccc21. The target protein sequence is MNNQRKKARNTPFNMLKRERNRVSTVQQLTKRFSLGMLQGRGPLKLFMALVAFLRFLTIPPTAGILKRWGTIKKSKAINVLRGFRKEIGRMLNILNRRRRTAGIIIMMIPTVMAFHLTTRNGEPHMIVSRQEKGKSLLFKTENGVNMCTLMAMDLGELCEDTITYNCPLLRQNEPEDIDCGCHSTSTWVTYGTCTATGEHRREKRSVALVPHVGMGLETRTETWMSSEGAWKHAQRIETWVLRHPGFTIMAAILAYTIGTTYFQRVLIFILLTAVTPSMTMRCIGISNRDFVEGVSGGSWVDIVLEHGSCVTTMAKNKPTLDFELVKTEAKHPATLRKYCIEAKLTNTTTASRCPTQGEPSLNEEQDKRFVCKHSMVDRGWGNGCGLFGKGGIVTCAMFTCKKNMEGKVVQPENLEYTIVITPHSGEENAVGNDTGKHGKEIKVTPQSSITEAELTGYGTVTMECSPRTGLDFNEMVLLQMENKAWLVHRQWFLDLPLPW.... The pIC50 is 4.8. (5) The drug is CN[C@@H](C)C(=O)N[C@H]1CN(C(=O)c2cccc(F)c2)c2ccccc2N(Cc2c(OC)ccc3cc(Br)ccc23)C1=O. The target protein (P98170) has sequence MTFNSFEGSKTCVPADINKEEEFVEEFNRLKTFANFPSGSPVSASTLARAGFLYTGEGDTVRCFSCHAAVDRWQYGDSAVGRHRKVSPNCRFINGFYLENSATQSTNSGIQNGQYKVENYLGSRDHFALDRPSETHADYLLRTGQVVDISDTIYPRNPAMYSEEARLKSFQNWPDYAHLTPRELASAGLYYTGIGDQVQCFCCGGKLKNWEPCDRAWSEHRRHFPNCFFVLGRNLNIRSESDAVSSDRNFPNSTNLPRNPSMADYEARIFTFGTWIYSVNKEQLARAGFYALGEGDKVKCFHCGGGLTDWKPSEDPWEQHAKWYPGCKYLLEQKGQEYINNIHLTHSLEECLVRTTEKTPSLTRRIDDTIFQNPMVQEAIRMGFSFKDIKKIMEEKIQISGSNYKSLEVLVADLVNAQKDSMQDESSQTSLQKEISTEEQLRRLQEEKLCKICMDRNIAIVFVPCGHLVTCKQCAEAVDKCPMCYTVITFKQKIFMS. The pIC50 is 8.0. (6) The compound is O=C1CCC(=O)N1. The target is XTSFAESXKPVQQPSAFGS. The pIC50 is 4.0. (7) The small molecule is CC[C@H](C)[C@H](NC(=O)[C@@H](NC(=O)[C@H]1COCCCCCN(C(=O)[C@H](Cc2ccccc2)NC(=O)OC(C)(C)C)[C@H](C)C(=O)N1)C(C)C)C(=O)N[C@@H](Cc1cnc[nH]1)C(=O)OC. The target protein (P06281) has sequence MDRRRMPLWALLLLWSPCTFSLPTRTATFERIPLKKMPSVREILEERGVDMTRLSAEWGVFTKRPSLTNLTSPVVLTNYLNTQYYGEIGIGTPPQTFKVIFDTGSANLWVPSTKCSRLYLACGIHSLYESSDSSSYMENGSDFTIHYGSGRVKGFLSQDSVTVGGITVTQTFGEVTELPLIPFMLAKFDGVLGMGFPAQAVGGVTPVFDHILSQGVLKEEVFSVYYNRGSHLLGGEVVLGGSDPQHYQGNFHYVSISKTDSWQITMKGVSVGSSTLLCEEGCAVVVDTGSSFISAPTSSLKLIMQALGAKEKRIEEYVVNCSQVPTLPDISFDLGGRAYTLSSTDYVLQYPNRRDKLCTLALHAMDIPPPTGPVWVLGATFIRKFYTEFDRHNNRIGFALAR. The pIC50 is 6.4. (8) The drug is OCc1cccc(-c2[nH]c(-c3ccccc3)nc2-c2ccncc2)c1. The target protein (P15056) has sequence MAALSGGGGGGAEPGQALFNGDMEPEAGAGAGAAASSAADPAIPEEVWNIKQMIKLTQEHIEALLDKFGGEHNPPSIYLEAYEEYTSKLDALQQREQQLLESLGNGTDFSVSSSASMDTVTSSSSSSLSVLPSSLSVFQNPTDVARSNPKSPQKPIVRVFLPNKQRTVVPARCGVTVRDSLKKALMMRGLIPECCAVYRIQDGEKKPIGWDTDISWLTGEELHVEVLENVPLTTHNFVRKTFFTLAFCDFCRKLLFQGFRCQTCGYKFHQRCSTEVPLMCVNYDQLDLLFVSKFFEHHPIPQEEASLAETALTSGSSPSAPASDSIGPQILTSPSPSKSIPIPQPFRPADEDHRNQFGQRDRSSSAPNVHINTIEPVNIDDLIRDQGFRGDGGSTTGLSATPPASLPGSLTNVKALQKSPGPQRERKSSSSSEDRNRMKTLGRRDSSDDWEIPDGQITVGQRIGSGSFGTVYKGKWHGDVAVKMLNVTAPTPQQLQAFKN.... The pIC50 is 5.8. (9) The compound is Cc1noc(-c2c(NC(=O)C3=C(C(=O)O)C4CCC3CC4)sc3c2CCCC3)n1. The target protein (Q01469) has sequence MATVQQLEGRWRLVDSKGFDEYMKELGVGIALRKMGAMAKPDCIITCDGKNLTIKTESTLKTTQFSCTLGEKFEETTADGRKTQTVCNFTDGALVQHQEWDGKESTITRKLKDGKLVVECVMNNVTCTRIYEKVE. The pIC50 is 6.4.